Dataset: Full USPTO retrosynthesis dataset with 1.9M reactions from patents (1976-2016). Task: Predict the reactants needed to synthesize the given product. (1) Given the product [Br:3][C:4]1[CH:5]=[C:6]([NH2:13])[C:7]2[CH:8]=[N:9][N:10]([S:20]([C:14]3[CH:19]=[CH:18][CH:17]=[CH:16][CH:15]=3)(=[O:22])=[O:21])[C:11]=2[CH:12]=1, predict the reactants needed to synthesize it. The reactants are: [H-].[Na+].[Br:3][C:4]1[CH:5]=[C:6]([NH2:13])[C:7]2[CH:8]=[N:9][NH:10][C:11]=2[CH:12]=1.[C:14]1([S:20](Cl)(=[O:22])=[O:21])[CH:19]=[CH:18][CH:17]=[CH:16][CH:15]=1. (2) Given the product [C:1]([C:3]1[CH:8]=[CH:7][C:6]([CH:9]2[CH2:10][N:11]([C:13]([C:15]3[CH:16]=[CH:17][C:18]([CH3:41])=[C:19]([C:21]4[NH:25][C:24]([C:26]5([CH3:39])[CH2:31][CH2:30][N:29]([C:32]([O:34][CH3:35])=[O:33])[CH2:28][CH2:27]5)=[N:23][C:22]=4[CH3:40])[CH:20]=3)=[O:14])[CH2:12]2)=[CH:5][CH:4]=1)#[N:2], predict the reactants needed to synthesize it. The reactants are: [C:1]([C:3]1[CH:8]=[CH:7][C:6]([CH:9]2[CH2:12][N:11]([C:13]([C:15]3[CH:16]=[CH:17][C:18]([CH3:41])=[C:19]([C:21]4[NH:25][C:24]([C:26]5([CH3:39])[CH2:31][CH2:30][N:29]([C:32]([O:34][C:35](C)(C)C)=[O:33])[CH2:28][CH2:27]5)=[N:23][C:22]=4[CH3:40])[CH:20]=3)=[O:14])[CH2:10]2)=[CH:5][CH:4]=1)#[N:2].C(C1C=CC(C2CN(C(C3C=CC(C)=C(C4N=C(C5CCN(C(OC(C)(C)C)=O)CC5)NC=4C)C=3)=O)C2)=CC=1)#N. (3) Given the product [ClH:1].[Cl:1][C:2]1[CH:9]=[CH:8][CH:7]=[C:6]([O:24][CH:21]2[CH2:22][CH2:23][NH:18][CH2:19][CH2:20]2)[C:3]=1[C:4]#[N:5], predict the reactants needed to synthesize it. The reactants are: [Cl:1][C:2]1[CH:9]=[CH:8][CH:7]=[C:6](F)[C:3]=1[C:4]#[N:5].C(OC([N:18]1[CH2:23][CH2:22][CH:21]([OH:24])[CH2:20][CH2:19]1)=O)(C)(C)C.